Dataset: Forward reaction prediction with 1.9M reactions from USPTO patents (1976-2016). Task: Predict the product of the given reaction. (1) Given the reactants [CH:1]([NH:4][C:5]1[C:10]2[C:11]([C:23]3[CH:28]=[C:27]([C:29]4[CH:33]=[CH:32][N:31]([CH3:34])[N:30]=4)[CH:26]=[CH:25][N:24]=3)=[N:12][N:13](CC3C=CC(OC)=CC=3)[C:9]=2[CH:8]=[CH:7][N:6]=1)([CH3:3])[CH3:2].N1C=CC(C2C=CN=C(C3C4C(NC(C)C)=NC=CC=4N(CC4C=CC(OC)=CC=4)N=3)C=2)=N1.[H-].[Na+].IC1(C)CCC(C(C)C)CC1, predict the reaction product. The product is: [CH:1]([NH:4][C:5]1[C:10]2[C:11]([C:23]3[CH:28]=[C:27]([C:29]4[CH:33]=[CH:32][N:31]([CH3:34])[N:30]=4)[CH:26]=[CH:25][N:24]=3)=[N:12][NH:13][C:9]=2[CH:8]=[CH:7][N:6]=1)([CH3:3])[CH3:2]. (2) Given the reactants [CH3:1][N:2]([CH3:28])[C:3]1[C:7]2[CH:8]=[CH:9][CH:10]=[CH:11][C:6]=2[O:5][C:4]=1[C:12]([NH:14][CH2:15][CH2:16][O:17][C:18]1[CH:27]=[CH:26][C:21]([C:22]([O:24]C)=O)=[CH:20][CH:19]=1)=[O:13].[NH2:29][OH:30].[OH-].[Na+].Cl, predict the reaction product. The product is: [OH:30][NH:29][C:22](=[O:24])[C:21]1[CH:26]=[CH:27][C:18]([O:17][CH2:16][CH2:15][NH:14][C:12]([C:4]2[O:5][C:6]3[CH:11]=[CH:10][CH:9]=[CH:8][C:7]=3[C:3]=2[N:2]([CH3:1])[CH3:28])=[O:13])=[CH:19][CH:20]=1.